From a dataset of Peptide-MHC class I binding affinity with 185,985 pairs from IEDB/IMGT. Regression. Given a peptide amino acid sequence and an MHC pseudo amino acid sequence, predict their binding affinity value. This is MHC class I binding data. (1) The peptide sequence is TTFPVNGGY. The MHC is HLA-A01:01 with pseudo-sequence HLA-A01:01. The binding affinity (normalized) is 0.460. (2) The peptide sequence is KETINEEAA. The MHC is HLA-B57:01 with pseudo-sequence HLA-B57:01. The binding affinity (normalized) is 0. (3) The peptide sequence is GPRWPRRMP. The MHC is HLA-A11:01 with pseudo-sequence HLA-A11:01. The binding affinity (normalized) is 0.0847. (4) The peptide sequence is YLVSFGVWI. The MHC is HLA-A02:03 with pseudo-sequence HLA-A02:03. The binding affinity (normalized) is 0.469. (5) The MHC is HLA-B58:01 with pseudo-sequence HLA-B58:01. The binding affinity (normalized) is 0.0847. The peptide sequence is NPKLRNCRI. (6) The peptide sequence is FFTYLCGFI. The MHC is HLA-A26:01 with pseudo-sequence HLA-A26:01. The binding affinity (normalized) is 0. (7) The peptide sequence is VLLTRSPDQ. The MHC is HLA-A29:02 with pseudo-sequence HLA-A29:02. The binding affinity (normalized) is 0.0847. (8) The peptide sequence is EYADVFHLYL. The MHC is HLA-A29:02 with pseudo-sequence HLA-A29:02. The binding affinity (normalized) is 0.531.